Dataset: Catalyst prediction with 721,799 reactions and 888 catalyst types from USPTO. Task: Predict which catalyst facilitates the given reaction. (1) Reactant: [Cl:1][C:2]1[CH:7]=[CH:6][CH:5]=[CH:4][C:3]=1[C:8]1[CH:13]=[CH:12][C:11]([C:14]([NH:16][C:17]2[CH:22]=[CH:21][C:20]([C@@H:23]3[CH2:25][C@H:24]3[N:26]([CH2:34][CH:35]3[CH2:37][CH2:36]3)C(=O)OC(C)(C)C)=[CH:19][CH:18]=2)=[O:15])=[CH:10][CH:9]=1.Cl.COC1CCCC1. Product: [ClH:1].[Cl:1][C:2]1[CH:7]=[CH:6][CH:5]=[CH:4][C:3]=1[C:8]1[CH:9]=[CH:10][C:11]([C:14]([NH:16][C:17]2[CH:18]=[CH:19][C:20]([C@@H:23]3[CH2:25][C@H:24]3[NH:26][CH2:34][CH:35]3[CH2:37][CH2:36]3)=[CH:21][CH:22]=2)=[O:15])=[CH:12][CH:13]=1. The catalyst class is: 1. (2) Reactant: Br[CH2:2][CH2:3][CH2:4][CH3:5].[C:6]([O:10][C:11]([N:13]1[CH:18]([C@@H:19]([OH:33])[C@@H:20]([NH:29][C:30](=[O:32])[CH3:31])[CH2:21][C:22]2[CH:27]=[CH:26][CH:25]=[C:24]([OH:28])[CH:23]=2)[CH2:17][O:16][C@@H:15]([O:34][CH2:35][C:36]([CH3:39])([CH3:38])[CH3:37])[C@@H:14]1[CH3:40])=[O:12])([CH3:9])([CH3:8])[CH3:7].C(=O)([O-])[O-].[Cs+].[Cs+]. Product: [C:6]([O:10][C:11]([N:13]1[C@@H:18]([C@@H:19]([OH:33])[C@@H:20]([NH:29][C:30](=[O:32])[CH3:31])[CH2:21][C:22]2[CH:27]=[CH:26][CH:25]=[C:24]([O:28][CH2:2][CH2:3][CH2:4][CH3:5])[CH:23]=2)[CH2:17][O:16][C@@H:15]([O:34][CH2:35][C:36]([CH3:39])([CH3:38])[CH3:37])[C@@H:14]1[CH3:40])=[O:12])([CH3:8])([CH3:9])[CH3:7]. The catalyst class is: 42. (3) Reactant: [Cl:1][C:2]1[N:3]=[C:4]([N:14]2[CH2:19][CH2:18][O:17][CH2:16][CH2:15]2)[C:5]2[S:10][C:9]([CH:11]=[O:12])=[C:8]([CH3:13])[C:6]=2[N:7]=1.[BH4-].[Na+]. Product: [Cl:1][C:2]1[N:3]=[C:4]([N:14]2[CH2:19][CH2:18][O:17][CH2:16][CH2:15]2)[C:5]2[S:10][C:9]([CH2:11][OH:12])=[C:8]([CH3:13])[C:6]=2[N:7]=1. The catalyst class is: 5. (4) Reactant: [Cl:1][C:2]1[C:3]([F:31])=[C:4]([CH:8]2[C:12]([C:15]3[CH:20]=[CH:19][C:18]([Cl:21])=[CH:17][C:16]=3[F:22])([C:13]#[N:14])[CH:11]([CH2:23][C:24]([CH3:27])([CH3:26])[CH3:25])[NH:10][CH:9]2[C:28]([OH:30])=O)[CH:5]=[CH:6][CH:7]=1.C(N(CC)C(C)C)(C)C.[NH2:41][C:42]1([CH3:55])[CH2:47][CH2:46][N:45]([C:48]([O:50][C:51]([CH3:54])([CH3:53])[CH3:52])=[O:49])[CH2:44][CH2:43]1. Product: [C:51]([O:50][C:48]([N:45]1[CH2:46][CH2:47][C:42]([NH:41][C:28]([C@H:9]2[C@H:8]([C:4]3[CH:5]=[CH:6][CH:7]=[C:2]([Cl:1])[C:3]=3[F:31])[C@:12]([C:15]3[CH:20]=[CH:19][C:18]([Cl:21])=[CH:17][C:16]=3[F:22])([C:13]#[N:14])[C@H:11]([CH2:23][C:24]([CH3:26])([CH3:25])[CH3:27])[NH:10]2)=[O:30])([CH3:55])[CH2:43][CH2:44]1)=[O:49])([CH3:54])([CH3:52])[CH3:53]. The catalyst class is: 4. (5) The catalyst class is: 290. Product: [Br:1][C:2]1[N:3]=[C:4]([C:14]([CH3:17])([CH3:16])[CH3:15])[NH:5][C:6]=1[C:7]1[CH:12]=[CH:11][N:10]=[C:9]([NH:27][CH2:26][C@@H:25]([NH:24][C:23](=[O:29])[O:22][C:18]([CH3:21])([CH3:20])[CH3:19])[CH3:28])[N:8]=1. Reactant: [Br:1][C:2]1[N:3]=[C:4]([C:14]([CH3:17])([CH3:16])[CH3:15])[NH:5][C:6]=1[C:7]1[CH:12]=[CH:11][N:10]=[C:9](Cl)[N:8]=1.[C:18]([O:22][C:23](=[O:29])[NH:24][C@@H:25]([CH3:28])[CH2:26][NH2:27])([CH3:21])([CH3:20])[CH3:19].C(N(C(C)C)CC)(C)C. (6) Reactant: C(OC([NH:8][C:9]1[CH:13]=[CH:12][S:11][C:10]=1[C:14]1[CH:19]=[CH:18][C:17]([Br:20])=[CH:16][CH:15]=1)=O)(C)(C)C.Cl.O.C([O-])(O)=O.[Na+]. Product: [Br:20][C:17]1[CH:18]=[CH:19][C:14]([C:10]2[S:11][CH:12]=[CH:13][C:9]=2[NH2:8])=[CH:15][CH:16]=1. The catalyst class is: 13. (7) Reactant: [CH3:1][C:2]1[CH:11]=[CH:10][C:9]2[C:4](=[CH:5][C:6]([CH:12]3[CH2:15][O:14][CH2:13]3)=[CH:7][CH:8]=2)[N:3]=1.[O:16]1CCOCC1. Product: [O:14]1[CH2:13][CH:12]([C:6]2[CH:5]=[C:4]3[C:9]([CH:10]=[CH:11][C:2]([CH:1]=[O:16])=[N:3]3)=[CH:8][CH:7]=2)[CH2:15]1. The catalyst class is: 6. (8) Reactant: [H-].[Na+].[F:3][C:4]1[CH:5]=[CH:6][C:7]2[NH:12][C:11](=[O:13])[O:10][C:9](=[O:14])[C:8]=2[CH:15]=1.[CH3:16]I. Product: [F:3][C:4]1[CH:5]=[CH:6][C:7]2[N:12]([CH3:16])[C:11](=[O:13])[O:10][C:9](=[O:14])[C:8]=2[CH:15]=1. The catalyst class is: 3.